From a dataset of Forward reaction prediction with 1.9M reactions from USPTO patents (1976-2016). Predict the product of the given reaction. (1) The product is: [CH3:45][S:46]([OH:49])(=[O:48])=[O:47].[CH3:45][S:46]([OH:49])(=[O:48])=[O:47].[C:37]([C:32]1[C:33]([O:35][CH3:36])=[CH:34][C:29]([C:26]2[CH:25]=[CH:24][C:23]([N:21]([CH3:22])[CH2:20][CH2:19][N:18]([C:15]3[CH:16]=[CH:17][C:12]([C:7]4[CH:6]=[C:5]([O:43][CH3:44])[C:4]([C:1](=[O:3])[CH3:2])=[C:9]([O:10][CH3:11])[CH:8]=4)=[N:13][CH:14]=3)[CH3:42])=[CH:28][N:27]=2)=[CH:30][C:31]=1[O:40][CH3:41])(=[O:39])[CH3:38]. Given the reactants [C:1]([C:4]1[C:9]([O:10][CH3:11])=[CH:8][C:7]([C:12]2[CH:17]=[CH:16][C:15]([N:18]([CH3:42])[CH2:19][CH2:20][N:21]([C:23]3[CH:24]=[CH:25][C:26]([C:29]4[CH:34]=[C:33]([O:35][CH3:36])[C:32]([C:37](=[O:39])[CH3:38])=[C:31]([O:40][CH3:41])[CH:30]=4)=[N:27][CH:28]=3)[CH3:22])=[CH:14][N:13]=2)=[CH:6][C:5]=1[O:43][CH3:44])(=[O:3])[CH3:2].[CH3:45][S:46]([OH:49])(=[O:48])=[O:47].CO, predict the reaction product. (2) Given the reactants Cl[C:2]1[NH:3][C:4](=[O:15])[C:5]2[C:10]([CH:11]=1)=[C:9]([N+:12]([O-:14])=[O:13])[CH:8]=[CH:7][CH:6]=2.[CH3:16][N:17]1[CH2:22][CH2:21][NH:20][CH2:19][CH2:18]1, predict the reaction product. The product is: [CH3:16][N:17]1[CH2:22][CH2:21][N:20]([C:2]2[NH:3][C:4](=[O:15])[C:5]3[C:10]([CH:11]=2)=[C:9]([N+:12]([O-:14])=[O:13])[CH:8]=[CH:7][CH:6]=3)[CH2:19][CH2:18]1.